Dataset: Full USPTO retrosynthesis dataset with 1.9M reactions from patents (1976-2016). Task: Predict the reactants needed to synthesize the given product. (1) Given the product [Cl:24][C:25]1[N:26]=[C:27]([C:32]([F:35])([F:34])[F:33])[N:28]=[C:29]([NH:1][CH:2]2[CH2:3][CH2:4][N:5]([C:8]([O:10][C:11]([CH3:14])([CH3:13])[CH3:12])=[O:9])[CH2:6][CH2:7]2)[CH:30]=1, predict the reactants needed to synthesize it. The reactants are: [NH2:1][CH:2]1[CH2:7][CH2:6][N:5]([C:8]([O:10][C:11]([CH3:14])([CH3:13])[CH3:12])=[O:9])[CH2:4][CH2:3]1.C(N(CC)C(C)C)(C)C.[Cl:24][C:25]1[CH:30]=[C:29](Cl)[N:28]=[C:27]([C:32]([F:35])([F:34])[F:33])[N:26]=1. (2) Given the product [O:22]1[C:18]([C:11]2[C:12]3[O:16][CH2:15][CH2:14][C:13]=3[CH:17]=[C:9]([NH2:8])[CH:10]=2)=[CH:19][N:20]=[CH:21]1, predict the reactants needed to synthesize it. The reactants are: C1(C(C2C=CC=CC=2)=[N:8][C:9]2[CH:10]=[C:11]([C:18]3[O:22][CH:21]=[N:20][CH:19]=3)[C:12]3[O:16][CH2:15][CH2:14][C:13]=3[CH:17]=2)C=CC=CC=1.Cl.NO.C([O-])(=O)C.[Na+]. (3) Given the product [F:37][CH:2]([F:1])[C:3]1[N:7]([C:8]2[N:13]=[C:12]([N:14]3[CH2:15][CH2:16][O:17][CH2:18][CH2:19]3)[N:11]=[C:10]([N:20]3[CH2:21][CH2:22][N:23]([S:26]([CH2:29][CH2:30][N:41]4[CH2:40][CH:39]5[O:46][CH:43]([CH2:44][CH2:45]5)[CH2:42]4)(=[O:28])=[O:27])[CH2:24][CH2:25]3)[N:9]=2)[C:6]2[CH:31]=[CH:32][CH:33]=[C:34]([O:35][CH3:36])[C:5]=2[N:4]=1, predict the reactants needed to synthesize it. The reactants are: [F:1][CH:2]([F:37])[C:3]1[N:7]([C:8]2[N:13]=[C:12]([N:14]3[CH2:19][CH2:18][O:17][CH2:16][CH2:15]3)[N:11]=[C:10]([N:20]3[CH2:25][CH2:24][N:23]([S:26]([CH:29]=[CH2:30])(=[O:28])=[O:27])[CH2:22][CH2:21]3)[N:9]=2)[C:6]2[CH:31]=[CH:32][CH:33]=[C:34]([O:35][CH3:36])[C:5]=2[N:4]=1.Cl.[CH:39]12[O:46][CH:43]([CH2:44][CH2:45]1)[CH2:42][NH2+:41][CH2:40]2.CCN(C(C)C)C(C)C. (4) Given the product [OH:1][C:2]1[N:7]([C:8]2[CH:13]=[CH:12][CH:11]=[CH:10][N:9]=2)[C:6](=[O:14])[N:5]([CH2:15][C:16]2[CH:21]=[CH:20][CH:19]=[CH:18][CH:17]=2)[C:4](=[O:22])[C:3]=1[C:23]([NH:28][CH2:49][C:50]([OH:52])=[O:51])=[O:24], predict the reactants needed to synthesize it. The reactants are: [OH:1][C:2]1[N:7]([C:8]2[CH:13]=[CH:12][CH:11]=[CH:10][N:9]=2)[C:6](=[O:14])[N:5]([CH2:15][C:16]2[CH:21]=[CH:20][CH:19]=[CH:18][CH:17]=2)[C:4](=[O:22])[C:3]=1[C:23](OCC)=[O:24].[N:28](C1C=CC=CN=1)=C=O.[H-].[Na+].C1(CNC([CH:49](C(OCC)=O)[C:50]([O:52]CC)=[O:51])=O)C=CC=CC=1.